Dataset: Forward reaction prediction with 1.9M reactions from USPTO patents (1976-2016). Task: Predict the product of the given reaction. (1) Given the reactants [N:1]1([C:5]([C:7]2[N:12]=[CH:11][C:10]([O:13][C:14]3[CH:15]=[C:16]([CH:27]=[C:28]([OH:30])[CH:29]=3)[C:17]([NH:19][C:20]3[CH:25]=[N:24][C:23]([CH3:26])=[CH:22][N:21]=3)=[O:18])=[CH:9][CH:8]=2)=[O:6])[CH2:4][CH2:3][CH2:2]1.O[CH:32]1[CH2:36][CH2:35][O:34][C:33]1=[O:37].C1(P(C2C=CC=CC=2)C2C=CC=CC=2)C=CC=CC=1.CC(OC(/N=N/C(OC(C)C)=O)=O)C, predict the reaction product. The product is: [N:1]1([C:5]([C:7]2[N:12]=[CH:11][C:10]([O:13][C:14]3[CH:15]=[C:16]([CH:27]=[C:28]([O:30][CH:32]4[CH2:36][CH2:35][O:34][C:33]4=[O:37])[CH:29]=3)[C:17]([NH:19][C:20]3[CH:25]=[N:24][C:23]([CH3:26])=[CH:22][N:21]=3)=[O:18])=[CH:9][CH:8]=2)=[O:6])[CH2:2][CH2:3][CH2:4]1. (2) Given the reactants Cl[S:2]([OH:5])(=[O:4])=[O:3].[CH:6]([C:9]1[CH:14]=[CH:13][C:12]([N:15]2[CH:19]=[CH:18][CH:17]=[CH:16]2)=[CH:11][CH:10]=1)([CH3:8])[CH3:7], predict the reaction product. The product is: [CH:6]([C:9]1[CH:14]=[CH:13][C:12]([N:15]2[CH:19]=[CH:18][CH:17]=[C:16]2[S:2]([OH:5])(=[O:4])=[O:3])=[CH:11][CH:10]=1)([CH3:8])[CH3:7].